From a dataset of Reaction yield outcomes from USPTO patents with 853,638 reactions. Predict the reaction yield, written as a fraction of the theoretical maximum amount of product (1.0 means a 100% yield; for example, 0.34 means a 34% yield). (1) The product is [C:6]([NH:8][C@@H:9]([C:13]12[CH2:20][CH:19]3[CH2:18][CH:17]([CH2:16][C:15]([OH:23])([CH2:21]3)[CH2:14]1)[CH2:22]2)[C:10]([N:30]1[C@H:31]([C:35]([NH2:37])=[O:36])[CH2:32][C@H:33]2[C@@H:29]1[CH2:34]2)=[O:38])([C:55]1[CH:56]=[CH:57][CH:20]=[CH:19][CH:18]=1)([C:13]1[CH:22]=[CH:17][CH:16]=[CH:15][CH:14]=1)[C:43]1[CH:48]=[CH:47][CH:46]=[CH:45][CH:44]=1. The catalyst is O.C(N(CC)CC)C.ClCCl. The reactants are C(O[C:6]([NH:8][CH:9]([C:13]12[CH2:22][CH:17]3[CH2:18][CH:19]([CH2:21][C:15]([OH:23])([CH2:16]3)[CH2:14]1)[CH2:20]2)[C:10](O)=O)=O)(C)(C)C.CS(O)(=O)=O.[C@H:29]12[CH2:34][C@H:33]1[CH2:32][C@@H:31]([C:35]([NH2:37])=[O:36])[NH:30]2.[OH2:38].ON1[C:44]2[CH:45]=[CH:46][CH:47]=[CH:48][C:43]=2N=N1.Cl.C(N=C=N[CH2:55][CH2:56][CH2:57]N(C)C)C. The yield is 0.603. (2) The product is [Cl:1][C:2]1[CH:3]=[C:4]([CH3:22])[C:5]([O:6][C:7]2[N:11]([CH3:12])[N:10]=[C:9]([CH3:13])[C:8]=2[CH3:14])=[CH:16][C:17]=1[OH:18]. The yield is 0.600. The reactants are [Cl:1][C:2]1[C:17]([O:18]COC)=[CH:16][C:5]([O:6][C:7]2[N:11]([CH3:12])[N:10]=[C:9]([CH3:13])[C:8]=2[CH:14]=O)=[C:4]([CH3:22])[CH:3]=1.O.NN.[OH-].[K+].S(=O)(=O)(O)O. The catalyst is O.C(O)COCCO. (3) The reactants are B.C1CN[C@H](C(O)(C2C=CC=CC=2)C2C=CC=CC=2)C1.[N:21]1([CH2:28][CH2:29][O:30][C:31]2[CH:36]=[CH:35][C:34]([C:37]([C:39]3[C:48]4[C:43](=[CH:44][C:45]([OH:49])=[CH:46][CH:47]=4)[CH:42]=[CH:41][C:40]=3[C:50]3[C:55]([F:56])=[CH:54][C:53]([F:57])=[CH:52][C:51]=3[F:58])=[O:38])=[CH:33][CH:32]=2)[CH2:27][CH2:26][CH2:25][CH2:24][CH2:23][CH2:22]1.C(CN)O. The catalyst is C1COCC1.[Cl-].[Na+].O. The product is [N:21]1([CH2:28][CH2:29][O:30][C:31]2[CH:36]=[CH:35][C:34]([CH:37]([OH:38])[C:39]3[C:40]([C:50]4[C:55]([F:56])=[CH:54][C:53]([F:57])=[CH:52][C:51]=4[F:58])=[CH:41][CH:42]=[C:43]4[C:48]=3[CH:47]=[CH:46][C:45]([OH:49])=[CH:44]4)=[CH:33][CH:32]=2)[CH2:27][CH2:26][CH2:25][CH2:24][CH2:23][CH2:22]1. The yield is 0.880. (4) The reactants are [C:1]([NH:9][C:10]1[CH:15]=[CH:14][C:13]([C:16]2[CH:24]=[C:23]3[C:19]([CH2:20][N:21]([C@@H:26]([CH:31]([CH3:33])[CH3:32])[C:27]([O:29][CH3:30])=[O:28])[C:22]3=[O:25])=[CH:18][CH:17]=2)=[CH:12][CH:11]=1)(=[O:8])[C:2]1[CH:7]=[CH:6][CH:5]=[CH:4][CH:3]=1.NC1C=CC(C2C=C3C(CN([C@@H](C(C)C)C(OC)=O)[C:47]3=[O:50])=CC=2)=CC=1.COC1C=CC=CC=1C(Cl)=O. No catalyst specified. The product is [CH3:47][O:50][C:7]1[CH:6]=[CH:5][CH:4]=[CH:3][C:2]=1[C:1]([NH:9][C:10]1[CH:11]=[CH:12][C:13]([C:16]2[CH:24]=[C:23]3[C:19]([CH2:20][N:21]([C@@H:26]([CH:31]([CH3:33])[CH3:32])[C:27]([O:29][CH3:30])=[O:28])[C:22]3=[O:25])=[CH:18][CH:17]=2)=[CH:14][CH:15]=1)=[O:8]. The yield is 0.900. (5) The reactants are [CH3:1][N:2]1[CH2:6][CH2:5][CH2:4][C:3]1=O.[Cl:8][C:9]1[C:10]([C:15]2[CH:16]=[C:17]3[C:21](=[CH:22][CH:23]=2)[NH:20][N:19]=[C:18]3[NH2:24])=[N:11][CH:12]=[CH:13][CH:14]=1.Cl.ClC1C=CC=CN=1. The catalyst is C(OCC)(=O)C. The product is [Cl:8][C:9]1[C:10]([C:15]2[CH:16]=[C:17]3[C:21](=[CH:22][CH:23]=2)[NH:20][N:19]=[C:18]3[NH:24][C:3]2[CH:4]=[CH:5][CH:6]=[CH:1][N:2]=2)=[N:11][CH:12]=[CH:13][CH:14]=1. The yield is 0.0860.